From a dataset of Full USPTO retrosynthesis dataset with 1.9M reactions from patents (1976-2016). Predict the reactants needed to synthesize the given product. The reactants are: F[B-](F)(F)F.[CH:6]([C:9]1[CH:14]=[CH:13][CH:12]=[CH:11][C:10]=1[N+:15]1[CH:20]=[CH:19][C:18]([C:21]2[CH:26]=[CH:25][NH+:24]=[CH:23][CH:22]=2)=[CH:17][CH:16]=1)([CH3:8])[CH3:7].F[B-](F)(F)F.[C:32]1([CH3:54])[CH:37]=[CH:36][C:35]([S:38]([O:41][C:42]2[CH:47]=[CH:46][C:45]([N+:48]([O-:50])=[O:49])=[CH:44][C:43]=2[N+:51]([O-:53])=[O:52])(=[O:40])=[O:39])=[CH:34][CH:33]=1. Given the product [S:38]([C:35]1[CH:36]=[CH:37][C:32]([CH3:54])=[CH:33][CH:34]=1)([O-:41])(=[O:40])=[O:39].[S:38]([C:35]1[CH:36]=[CH:37][C:32]([CH3:54])=[CH:33][CH:34]=1)([O-:41])(=[O:40])=[O:39].[N+:48]([C:45]1[CH:44]=[C:43]([N+:51]([O-:53])=[O:52])[CH:42]=[CH:47][C:46]=1[N+:24]1[CH:23]=[CH:22][C:21]([C:18]2[CH:17]=[CH:16][N+:15]([C:10]3[CH:11]=[CH:12][CH:13]=[CH:14][C:9]=3[CH:6]([CH3:8])[CH3:7])=[CH:20][CH:19]=2)=[CH:26][CH:25]=1)([O-:50])=[O:49], predict the reactants needed to synthesize it.